From a dataset of Full USPTO retrosynthesis dataset with 1.9M reactions from patents (1976-2016). Predict the reactants needed to synthesize the given product. Given the product [Cl:20][C:21]1[CH:26]=[CH:25][C:24]([N+:28]([O-:30])=[O:29])=[C:23]([CH:22]=1)[O:18][C@@H:11]([C:12]1[CH:13]=[CH:14][CH:15]=[CH:16][CH:17]=1)[CH2:10][CH2:9][N:7]([CH3:8])[C:6](=[O:19])[O:5][C:2]([CH3:1])([CH3:3])[CH3:4], predict the reactants needed to synthesize it. The reactants are: [CH3:1][C:2]([O:5][C:6](=[O:19])[N:7]([CH2:9][CH2:10][C@H:11]([OH:18])[C:12]1[CH:17]=[CH:16][CH:15]=[CH:14][CH:13]=1)[CH3:8])([CH3:4])[CH3:3].[Cl:20][C:21]1[CH:22]=[CH:23][C:24]([N+:28]([O-:30])=[O:29])=[C:25](O)[CH:26]=1.